Dataset: Forward reaction prediction with 1.9M reactions from USPTO patents (1976-2016). Task: Predict the product of the given reaction. (1) Given the reactants [CH3:1][C:2]1[CH:3]=[N:4][CH:5]=[C:6]([CH:10]=1)[C:7](Cl)=[O:8].Cl[C:12]1[CH:31]=[CH:30][C:15]([C:16]([NH:18][C:19]2[CH:24]=[CH:23][CH:22]=[C:21]([CH:25]3[O:29]CC[O:26]3)[CH:20]=2)=O)=[CH:14][CH:13]=1.[NH:32]1CCCC(C(OC)=O)CC1, predict the reaction product. The product is: [CH3:1][C:2]1[CH:10]=[C:6]([C:7]([NH:32][C:13]2[CH:14]=[C:15]([CH:30]=[CH:31][CH:12]=2)[CH2:16][N:18]2[CH2:24][CH2:23][CH2:22][CH:21]([C:25]([OH:29])=[O:26])[CH2:20][CH2:19]2)=[O:8])[CH:5]=[N:4][CH:3]=1. (2) Given the reactants [NH2:1][C:2]1[CH:7]=[CH:6][CH:5]=[CH:4][C:3]=1[CH:8]1[C:17]([CH3:19])([CH3:18])[CH2:16][C:15]2[C:10](=[CH:11][CH:12]=[C:13]([C:20]([O:22][CH3:23])=[O:21])[CH:14]=2)[NH:9]1.[CH:24]1([C:28](O)=[O:29])[CH2:27][CH2:26][CH2:25]1.C(N(CC)C(C)C)(C)C.P(Cl)(Cl)(Cl)=O, predict the reaction product. The product is: [CH:24]1([C:28]([NH:1][C:2]2[CH:7]=[CH:6][CH:5]=[CH:4][C:3]=2[CH:8]2[C:17]([CH3:18])([CH3:19])[CH2:16][C:15]3[C:10](=[CH:11][CH:12]=[C:13]([C:20]([O:22][CH3:23])=[O:21])[CH:14]=3)[NH:9]2)=[O:29])[CH2:27][CH2:26][CH2:25]1.